Dataset: Forward reaction prediction with 1.9M reactions from USPTO patents (1976-2016). Task: Predict the product of the given reaction. (1) Given the reactants [CH3:1][CH:2]([CH2:4][C@H:5]([NH:20][C:21]([C@@H:23]([NH:28]C(OC(C)(C)C)=O)[CH2:24][CH2:25][S:26][CH3:27])=[O:22])[C:6]([NH:8][C@H:9]([C:17]([OH:19])=O)[CH2:10][C:11]1[CH:16]=[CH:15][CH:14]=[CH:13][CH:12]=1)=[O:7])[CH3:3].[NH2:36][CH2:37][CH2:38][C:39]([O:41][CH3:42])=[O:40].[C:43]([OH:49])([C:45]([F:48])([F:47])[F:46])=[O:44], predict the reaction product. The product is: [NH2:28][C@H:23]([C:21]([NH:20][C@H:5]([C:6]([NH:8][C@H:9]([C:17]([NH:36][CH2:37][CH2:38][C:39]([O:41][CH3:42])=[O:40])=[O:19])[CH2:10][C:11]1[CH:12]=[CH:13][CH:14]=[CH:15][CH:16]=1)=[O:7])[CH2:4][CH:2]([CH3:3])[CH3:1])=[O:22])[CH2:24][CH2:25][S:26][CH3:27].[F:46][C:45]([C:43]([OH:49])=[O:44])([F:48])[F:47]. (2) Given the reactants [C:1]([O:5][C:6]([NH:8][CH:9]([CH:13]([OH:16])[CH2:14][CH3:15])[C:10]([OH:12])=[O:11])=[O:7])([CH3:4])([CH3:3])[CH3:2].[H-].[Na+].F[C:20]1[CH:25]=[CH:24][CH:23]=[CH:22][C:21]=1[N+:26]([O-:28])=[O:27], predict the reaction product. The product is: [C:1]([O:5][C:6]([NH:8][CH:9]([CH:13]([O:16][C:20]1[CH:25]=[CH:24][CH:23]=[CH:22][C:21]=1[N+:26]([O-:28])=[O:27])[CH2:14][CH3:15])[C:10]([OH:12])=[O:11])=[O:7])([CH3:4])([CH3:3])[CH3:2]. (3) Given the reactants [Cl:1][C:2]1[CH:7]=[CH:6][CH:5]=[C:4]([F:8])[C:3]=1[C:9]1[C:13]([C:14]([OH:16])=O)=[C:12]([C:17]2[CH:18]=[N:19][N:20]([C:26]3[CH:31]=[CH:30][CH:29]=[C:28]([Cl:32])[CH:27]=3)[C:21]=2[C:22]([F:25])([F:24])[F:23])[O:11][N:10]=1.[NH:33]1[CH2:38][CH2:37][O:36][CH2:35][CH2:34]1.C1C=CC2N(O)N=NC=2C=1.CCN=C=NCCCN(C)C.CN1CCOCC1, predict the reaction product. The product is: [Cl:1][C:2]1[CH:7]=[CH:6][CH:5]=[C:4]([F:8])[C:3]=1[C:9]1[C:13]([C:14]([N:33]2[CH2:38][CH2:37][O:36][CH2:35][CH2:34]2)=[O:16])=[C:12]([C:17]2[CH:18]=[N:19][N:20]([C:26]3[CH:31]=[CH:30][CH:29]=[C:28]([Cl:32])[CH:27]=3)[C:21]=2[C:22]([F:24])([F:23])[F:25])[O:11][N:10]=1. (4) Given the reactants [C:1]1([C:20]2[CH:25]=[CH:24][CH:23]=[CH:22][CH:21]=2)[CH:6]=[CH:5][C:4]([C:7]2[N:12]=[C:11](S(C)(=O)=O)[N:10]3[N:17]=[CH:18][CH:19]=[C:9]3[CH:8]=2)=[CH:3][CH:2]=1.[C:26]([O:30][C:31](=[O:50])[NH:32][CH2:33][C:34]1[CH:39]=[CH:38][C:37]([C:40](=[O:49])[NH:41][C:42]2[CH:47]=[CH:46][C:45]([NH2:48])=[CH:44][CH:43]=2)=[CH:36][CH:35]=1)([CH3:29])([CH3:28])[CH3:27], predict the reaction product. The product is: [C:26]([O:30][C:31](=[O:50])[NH:32][CH2:33][C:34]1[CH:39]=[CH:38][C:37]([C:40](=[O:49])[NH:41][C:42]2[CH:43]=[CH:44][C:45]([NH:48][C:11]3[N:10]4[N:17]=[CH:18][CH:19]=[C:9]4[CH:8]=[C:7]([C:4]4[CH:5]=[CH:6][C:1]([C:20]5[CH:25]=[CH:24][CH:23]=[CH:22][CH:21]=5)=[CH:2][CH:3]=4)[N:12]=3)=[CH:46][CH:47]=2)=[CH:36][CH:35]=1)([CH3:29])([CH3:27])[CH3:28]. (5) Given the reactants [Cl:1][C:2]1[CH:10]=[CH:9][N:8]=[C:7]2[C:3]=1[CH:4]=[CH:5][NH:6]2.[OH-].[K+].[I:13]I.[O-]S([O-])(=S)=O.[Na+].[Na+], predict the reaction product. The product is: [Cl:1][C:2]1[CH:10]=[CH:9][N:8]=[C:7]2[NH:6][CH:5]=[C:4]([I:13])[C:3]=12. (6) Given the reactants [CH3:1][C:2]1[CH:7]=[C:6]([C:8]2[C:20]3[C:11](=[CH:12][C:13]4[NH:14][C:15](=[O:29])[N:16]([CH:21]([C:23]5[CH:28]=[CH:27][CH:26]=[CH:25][CH:24]=5)[CH3:22])[CH2:17][C:18]=4[N:19]=3)[N:10](COCC[Si](C)(C)C)[N:9]=2)[CH:5]=[CH:4][N:3]=1.C(O)(C(F)(F)F)=O, predict the reaction product. The product is: [CH3:1][C:2]1[CH:7]=[C:6]([C:8]2[C:20]3[C:11](=[CH:12][C:13]4[NH:14][C:15](=[O:29])[N:16]([C@@H:21]([C:23]5[CH:28]=[CH:27][CH:26]=[CH:25][CH:24]=5)[CH3:22])[CH2:17][C:18]=4[N:19]=3)[NH:10][N:9]=2)[CH:5]=[CH:4][N:3]=1. (7) Given the reactants [Cl:1][C:2]1[CH:11]=[C:10]2[C:5]([C:6]([C:28]3[CH:29]=[C:30](/[CH:34]=[CH:35]/[C:36]([O:38]CCCC)=[O:37])[CH:31]=[CH:32][CH:33]=3)=[C:7]([CH2:13][C:14]([NH:16][C:17]3[CH:22]=[CH:21][C:20]([F:23])=[CH:19][C:18]=3[C:24]([F:27])([F:26])[F:25])=[O:15])[C:8](=[O:12])[O:9]2)=[CH:4][C:3]=1[CH3:43].C(O)C.[OH-].[Na+].Cl, predict the reaction product. The product is: [CH3:5][C:10]([CH3:11])=[O:9].[Cl:1][C:2]1[CH:11]=[C:10]2[C:5]([C:6]([C:28]3[CH:29]=[C:30](/[CH:34]=[CH:35]/[C:36]([OH:38])=[O:37])[CH:31]=[CH:32][CH:33]=3)=[C:7]([CH2:13][C:14]([NH:16][C:17]3[CH:22]=[CH:21][C:20]([F:23])=[CH:19][C:18]=3[C:24]([F:25])([F:27])[F:26])=[O:15])[C:8](=[O:12])[O:9]2)=[CH:4][C:3]=1[CH3:43]. (8) Given the reactants [CH3:1][C:2]1[C:3]([C:13]([OH:15])=O)=[N:4][N:5]([C:7]2[CH:12]=[CH:11][CH:10]=[CH:9][CH:8]=2)[N:6]=1.[CH:16]1([N:19]([CH3:27])[C:20]2[CH:25]=[CH:24][C:23]([NH2:26])=[CH:22][N:21]=2)[CH2:18][CH2:17]1, predict the reaction product. The product is: [CH:16]1([N:19]([CH3:27])[C:20]2[N:21]=[CH:22][C:23]([NH:26][C:13]([C:3]3[C:2]([CH3:1])=[N:6][N:5]([C:7]4[CH:8]=[CH:9][CH:10]=[CH:11][CH:12]=4)[N:4]=3)=[O:15])=[CH:24][CH:25]=2)[CH2:18][CH2:17]1.